This data is from Retrosynthesis with 50K atom-mapped reactions and 10 reaction types from USPTO. The task is: Predict the reactants needed to synthesize the given product. The reactants are: O=C(O)CCc1ccc(C(F)(F)F)c(F)c1F. Given the product OCCCc1ccc(C(F)(F)F)c(F)c1F, predict the reactants needed to synthesize it.